Task: Predict the reactants needed to synthesize the given product.. Dataset: Full USPTO retrosynthesis dataset with 1.9M reactions from patents (1976-2016) (1) Given the product [CH3:1][CH:2]1[CH2:6][CH2:5][CH2:4][N:3]1[C:7]1[N:12]=[C:11]([NH:13][C:14]2[C:15]3[N:16]([CH:28]=[CH:29][N:30]=3)[N:17]=[C:18]([C:20]3[CH:21]=[C:22]([CH:23]=[CH:24][CH:25]=3)[CH:26]=[O:27])[CH:19]=2)[CH:10]=[CH:9][CH:8]=1, predict the reactants needed to synthesize it. The reactants are: [CH3:1][CH:2]1[CH2:6][CH2:5][CH2:4][N:3]1[C:7]1[N:12]=[C:11]([NH:13][C:14]2[C:15]3[N:16]([CH:28]=[CH:29][N:30]=3)[N:17]=[C:18]([C:20]3[CH:21]=[C:22]([CH2:26][OH:27])[CH:23]=[CH:24][CH:25]=3)[CH:19]=2)[CH:10]=[CH:9][CH:8]=1. (2) Given the product [C:1]([O:5][C:6](=[O:28])[NH:7][C:8]1[N:9]([CH3:27])[C:10](=[O:26])[C@H:11]([CH2:24][CH3:25])[C@:12]([C:14]2[CH:19]=[CH:18][CH:17]=[C:16]([NH2:20])[CH:15]=2)([CH3:23])[N:13]=1)([CH3:4])([CH3:2])[CH3:3], predict the reactants needed to synthesize it. The reactants are: [C:1]([O:5][C:6](=[O:28])[NH:7][C:8]1[N:9]([CH3:27])[C:10](=[O:26])[C@H:11]([CH2:24][CH3:25])[C@@:12]([CH3:23])([C:14]2[CH:19]=[CH:18][CH:17]=[C:16]([N+:20]([O-])=O)[CH:15]=2)[N:13]=1)([CH3:4])([CH3:3])[CH3:2].CCN(CC)CC. (3) Given the product [Br:1][C:2]1[CH:3]=[CH:4][C:5]([C:8]2[CH2:12][CH:11]([CH2:13][S:23][CH2:22][CH2:21][C:18]3[CH:19]=[CH:20][N:15]=[CH:16][CH:17]=3)[O:10][N:9]=2)=[N:6][CH:7]=1, predict the reactants needed to synthesize it. The reactants are: [Br:1][C:2]1[CH:3]=[CH:4][C:5]([C:8]2[CH2:12][CH:11]([CH2:13]Cl)[O:10][N:9]=2)=[N:6][CH:7]=1.[N:15]1[CH:20]=[CH:19][C:18]([CH2:21][CH2:22][SH:23])=[CH:17][CH:16]=1.C(=O)([O-])[O-].[K+].[K+].CN(C=O)C. (4) Given the product [Cl:1][C:2]1[CH:10]=[C:9]2[C:5]([C:6]([C:13]3[N:14]=[C:15]4[C:21]([C:22]([NH:24][CH:25]([CH3:26])[CH3:27])=[O:23])=[CH:20][NH:19][C:16]4=[N:17][CH:18]=3)=[N:7][N:8]2[CH2:11][CH3:12])=[CH:4][CH:3]=1, predict the reactants needed to synthesize it. The reactants are: [Cl:1][C:2]1[CH:10]=[C:9]2[C:5]([C:6]([C:13]3[N:14]=[C:15]4[C:21]([C:22]([NH:24][CH:25]([CH3:27])[CH3:26])=[O:23])=[CH:20][N:19](COCC[Si](C)(C)C)[C:16]4=[N:17][CH:18]=3)=[N:7][N:8]2[CH2:11][CH3:12])=[CH:4][CH:3]=1.FC(F)(F)C(O)=O.C(N)CN.